The task is: Predict the reactants needed to synthesize the given product.. This data is from Full USPTO retrosynthesis dataset with 1.9M reactions from patents (1976-2016). (1) The reactants are: [CH3:1][C:2]1[C:7]([CH3:8])=[C:6]([C:9]#[C:10][Si](C)(C)C)[CH:5]=[CH:4][C:3]=1[N:15]=[C:16]1[S:20][CH2:19][C:18]2([CH2:24][CH2:23][CH2:22][CH2:21]2)[N:17]1[CH2:25][CH:26]([CH3:28])[CH3:27].[OH-].[Na+]. Given the product [CH3:1][C:2]1[C:7]([CH3:8])=[C:6]([C:9]#[CH:10])[CH:5]=[CH:4][C:3]=1[N:15]=[C:16]1[S:20][CH2:19][C:18]2([CH2:21][CH2:22][CH2:23][CH2:24]2)[N:17]1[CH2:25][CH:26]([CH3:28])[CH3:27], predict the reactants needed to synthesize it. (2) Given the product [OH:27][CH2:26][CH2:25][N:24]1[C:20]([C:14]2[N:15]=[C:16]3[N:12]([CH:13]=2)[CH2:11][CH2:10][O:9][C:8]2[C:17]3=[CH:18][CH:19]=[C:6]([C:4](=[O:3])[CH3:5])[CH:7]=2)=[N:21][CH:22]=[N:23]1, predict the reactants needed to synthesize it. The reactants are: C([O:3][C:4]([C:6]1[CH:7]=[C:8]2[C:17](=[CH:18][CH:19]=1)[C:16]1[N:12]([CH:13]=[C:14]([C:20]3[N:24]([CH2:25][CH2:26][OH:27])[N:23]=[CH:22][N:21]=3)[N:15]=1)[CH2:11][CH2:10][O:9]2)=[CH2:5])C.C1(C)C=CC(S(O)(=O)=O)=CC=1.